Dataset: Full USPTO retrosynthesis dataset with 1.9M reactions from patents (1976-2016). Task: Predict the reactants needed to synthesize the given product. (1) Given the product [NH2:24][C@H:8]([C:9]1[NH:10][C:11]([C:14]2[CH:23]=[CH:22][C:21]3[C:16](=[CH:17][CH:18]=[CH:19][CH:20]=3)[CH:15]=2)=[CH:12][N:13]=1)[CH2:7][CH2:6][CH2:5][CH2:4][CH2:3][C:2]([NH2:1])=[O:35], predict the reactants needed to synthesize it. The reactants are: [NH2:1][C:2](=[O:35])[CH2:3][CH2:4][CH2:5][CH2:6][CH2:7][C@H:8]([NH:24]C(=O)OCC1C=CC=CC=1)[C:9]1[NH:10][C:11]([C:14]2[CH:23]=[CH:22][C:21]3[C:16](=[CH:17][CH:18]=[CH:19][CH:20]=3)[CH:15]=2)=[CH:12][N:13]=1. (2) Given the product [CH3:11][O:7][C:6]([C:2]1[NH:1][CH:5]=[CH:4][CH:3]=1)=[O:8], predict the reactants needed to synthesize it. The reactants are: [NH:1]1[CH:5]=[CH:4][CH:3]=[C:2]1[C:6]([OH:8])=[O:7].[N+](=[CH2:11])=[N-].C(O)(=O)C. (3) Given the product [C:29]([O:28][C:26]([N:8]1[CH2:14][CH2:13][CH2:12][CH:11]([CH:15]([OH:17])[CH3:16])[CH2:10][CH2:9]1)=[O:27])([CH3:30])([CH3:31])[CH3:32], predict the reactants needed to synthesize it. The reactants are: C([N:8]1[CH2:14][CH2:13][CH2:12][CH:11]([CH:15]([OH:17])[CH3:16])[CH2:10][CH2:9]1)C1C=CC=CC=1.[C:26](O[C:26]([O:28][C:29]([CH3:32])([CH3:31])[CH3:30])=[O:27])([O:28][C:29]([CH3:32])([CH3:31])[CH3:30])=[O:27].